Predict the product of the given reaction. From a dataset of Forward reaction prediction with 1.9M reactions from USPTO patents (1976-2016). (1) Given the reactants C([N:8]1[C:16]2[CH:15]=[CH:14][N:13]=[C:12]([O:17][CH3:18])[C:11]=2[CH:10]=[C:9]1[CH3:19])C1C=CC=CC=1.CC(C)([O-])C.[K+], predict the reaction product. The product is: [CH3:18][O:17][C:12]1[C:11]2[CH:10]=[C:9]([CH3:19])[NH:8][C:16]=2[CH:15]=[CH:14][N:13]=1. (2) Given the reactants [C:1]([C:3]1[CH:4]=[C:5]([C:11]2[N:21]=[CH:20][CH:19]=[CH:18][C:12]=2[C:13]([O:15]CC)=[O:14])[CH:6]=[CH:7][C:8]=1[O:9][CH3:10])#[N:2].[OH-].[Na+].O.Cl, predict the reaction product. The product is: [C:1]([C:3]1[CH:4]=[C:5]([C:11]2[N:21]=[CH:20][CH:19]=[CH:18][C:12]=2[C:13]([OH:15])=[O:14])[CH:6]=[CH:7][C:8]=1[O:9][CH3:10])#[N:2]. (3) The product is: [C:1]([NH:4][C:5]1[CH:6]=[C:7]([O:11][C:14](=[O:15])[N:13]([CH3:12])[C:17]2[CH:22]=[CH:21][CH:20]=[CH:19][CH:18]=2)[CH:8]=[CH:9][CH:10]=1)(=[O:3])[CH3:2]. Given the reactants [C:1]([NH:4][C:5]1[CH:6]=[C:7]([OH:11])[CH:8]=[CH:9][CH:10]=1)(=[O:3])[CH3:2].[CH3:12][N:13]([C:17]1[CH:22]=[CH:21][CH:20]=[CH:19][CH:18]=1)[C:14](Cl)=[O:15], predict the reaction product. (4) Given the reactants [Br:1][C:2]1[CH:7]=[C:6]([CH:8]2[O:13][CH2:12][CH2:11][N:10]([CH2:14][CH2:15][CH3:16])[CH2:9]2)[CH:5]=[CH:4][C:3]=1[OH:17].C(=O)([O-])[O-].[K+].[K+].[CH2:24](Br)[C:25]1[CH:30]=[CH:29][CH:28]=[CH:27][CH:26]=1, predict the reaction product. The product is: [CH2:24]([O:17][C:3]1[CH:4]=[CH:5][C:6]([CH:8]2[O:13][CH2:12][CH2:11][N:10]([CH2:14][CH2:15][CH3:16])[CH2:9]2)=[CH:7][C:2]=1[Br:1])[C:25]1[CH:30]=[CH:29][CH:28]=[CH:27][CH:26]=1. (5) Given the reactants Br[C:2]1[CH:3]=[C:4]([C:16]([O:18][CH3:19])=[O:17])[C:5]2[CH:6]=[N:7][N:8]([CH:11]3[CH2:15][CH2:14][CH2:13][CH2:12]3)[C:9]=2[CH:10]=1.[OH:20][C:21]1[CH:22]=[C:23](B(O)O)[CH:24]=[CH:25][CH:26]=1.C([O-])([O-])=O.[Na+].[Na+].CO.C(Cl)Cl, predict the reaction product. The product is: [CH:11]1([N:8]2[C:9]3[CH:10]=[C:2]([C:25]4[CH:24]=[CH:23][CH:22]=[C:21]([OH:20])[CH:26]=4)[CH:3]=[C:4]([C:16]([O:18][CH3:19])=[O:17])[C:5]=3[CH:6]=[N:7]2)[CH2:15][CH2:14][CH2:13][CH2:12]1.